This data is from Catalyst prediction with 721,799 reactions and 888 catalyst types from USPTO. The task is: Predict which catalyst facilitates the given reaction. (1) Reactant: F[C:2]1[C:9]([C:10]([F:13])([F:12])[F:11])=[CH:8][CH:7]=[CH:6][C:3]=1[C:4]#[N:5].O1CCCC1.[CH3:19][NH:20][CH3:21].C(OCC)(=O)C. Product: [CH3:19][N:20]([CH3:21])[C:2]1[C:9]([C:10]([F:13])([F:12])[F:11])=[CH:8][CH:7]=[CH:6][C:3]=1[C:4]#[N:5]. The catalyst class is: 6. (2) The catalyst class is: 31. Product: [C:21]1([O:20][C:18](=[O:19])[NH:10][C:3]2[N:4]3[N:5]=[CH:6][CH:7]=[CH:8][C:9]3=[N:1][CH:2]=2)[CH:26]=[CH:25][CH:24]=[CH:23][CH:22]=1. Reactant: [N:1]1[CH:2]=[C:3]([NH2:10])[N:4]2[C:9]=1[CH:8]=[CH:7][CH:6]=[N:5]2.N1C=CC=CC=1.Cl[C:18]([O:20][C:21]1[CH:26]=[CH:25][CH:24]=[CH:23][CH:22]=1)=[O:19]. (3) Reactant: Br.Br[CH2:3][C:4]([C:6]1[CH:11]=[CH:10][N:9]=[C:8]([Cl:12])[CH:7]=1)=O.C([O-])(O)=O.[Na+].[C:18]([O:22][C:23](=[O:35])[NH:24][C@H:25]1[CH2:29][CH2:28][N:27](/[C:30](/[NH2:34])=[CH:31]\[C:32]#[N:33])[CH2:26]1)([CH3:21])([CH3:20])[CH3:19].C(OC(=O)N[C@H]1CCNC1)(C)(C)C. Product: [C:18]([O:22][C:23](=[O:35])[NH:24][C@H:25]1[CH2:29][CH2:28][N:27]([C:30]2[NH:34][C:4]([C:6]3[CH:11]=[CH:10][N:9]=[C:8]([Cl:12])[CH:7]=3)=[CH:3][C:31]=2[C:32]#[N:33])[CH2:26]1)([CH3:21])([CH3:19])[CH3:20]. The catalyst class is: 8.